From a dataset of Forward reaction prediction with 1.9M reactions from USPTO patents (1976-2016). Predict the product of the given reaction. (1) Given the reactants Br[C:2]1[S:6][C:5]([N+:7]([O-:9])=[O:8])=[C:4]([C:10]([NH2:12])=[O:11])[CH:3]=1.CC1(C)C(C)(C)OB([C:21]2[CH:26]=[CH:25][C:24]([S:27]([CH3:30])(=[O:29])=[O:28])=[CH:23][CH:22]=2)O1.C([O-])([O-])=O.[Na+].[Na+], predict the reaction product. The product is: [CH3:30][S:27]([C:24]1[CH:25]=[CH:26][C:21]([C:2]2[S:6][C:5]([N+:7]([O-:9])=[O:8])=[C:4]([C:10]([NH2:12])=[O:11])[CH:3]=2)=[CH:22][CH:23]=1)(=[O:29])=[O:28]. (2) Given the reactants Br[C:2]1[S:22][C:5]2=[N:6][C:7]([CH3:21])=[CH:8][C:9]([NH:10][S:11]([C:14]3[CH:19]=[CH:18][CH:17]=[C:16]([Cl:20])[CH:15]=3)(=[O:13])=[O:12])=[C:4]2[C:3]=1[C:23]1[CH:28]=[CH:27][CH:26]=[C:25]([O:29][CH3:30])[CH:24]=1.[CH3:31][C:32]1[C:36](B2OC(C)(C)C(C)(C)O2)=[CH:35][NH:34][N:33]=1.C(=O)([O-])[O-].[K+].[K+].O, predict the reaction product. The product is: [Cl:20][C:16]1[CH:15]=[C:14]([S:11]([NH:10][C:9]2[CH:8]=[C:7]([CH3:21])[N:6]=[C:5]3[S:22][C:2]([C:36]4[C:32]([CH3:31])=[N:33][NH:34][CH:35]=4)=[C:3]([C:23]4[CH:28]=[CH:27][CH:26]=[C:25]([O:29][CH3:30])[CH:24]=4)[C:4]=23)(=[O:13])=[O:12])[CH:19]=[CH:18][CH:17]=1. (3) Given the reactants [OH:1][C:2]1[CH:11]=[C:10]2[C:5]([C:6]([NH:12][C:13]3[CH:14]=[C:15]4[C:19](=[CH:20][CH:21]=3)[NH:18][CH:17]=[CH:16]4)=[N:7][CH:8]=[N:9]2)=[CH:4][C:3]=1[O:22][CH3:23].O[CH2:25][CH2:26][N:27]1[CH2:32][CH2:31][CH2:30][CH2:29][CH2:28]1, predict the reaction product. The product is: [NH:18]1[C:19]2[C:15](=[CH:14][C:13]([NH:12][C:6]3[C:5]4[C:10](=[CH:11][C:2]([O:1][CH2:25][CH2:26][N:27]5[CH2:32][CH2:31][CH2:30][CH2:29][CH2:28]5)=[C:3]([O:22][CH3:23])[CH:4]=4)[N:9]=[CH:8][N:7]=3)=[CH:21][CH:20]=2)[CH:16]=[CH:17]1. (4) Given the reactants Cl[C:2]1[C:11]2[C:6](=[CH:7][CH:8]=[CH:9][CH:10]=2)[CH:5]=[C:4]([NH:12][C:13]2[CH:17]=[C:16]([CH3:18])[NH:15][N:14]=2)[N:3]=1.[CH:19]1[C:28]2[C:23](=[CH:24][CH:25]=[CH:26][CH:27]=2)[CH:22]=[CH:21][C:20]=1B(O)O, predict the reaction product. The product is: [CH3:18][C:16]1[NH:15][N:14]=[C:13]([NH:12][C:4]2[N:3]=[C:2]([C:21]3[CH:20]=[CH:19][C:28]4[C:23](=[CH:24][CH:25]=[CH:26][CH:27]=4)[CH:22]=3)[C:11]3[C:6]([CH:5]=2)=[CH:7][CH:8]=[CH:9][CH:10]=3)[CH:17]=1. (5) Given the reactants [NH2:1][C:2]1[C:11]([C:12]#[N:13])=[C:10](Cl)[C:9]2[C:4](=[CH:5][CH:6]=[C:7]([N:15]([CH3:17])[CH3:16])[CH:8]=2)[N:3]=1.[CH2:18]([NH2:25])[C:19]1[CH:24]=[CH:23][CH:22]=[CH:21][CH:20]=1, predict the reaction product. The product is: [NH2:1][C:2]1[C:11]([C:12]#[N:13])=[C:10]([NH:25][CH2:18][C:19]2[CH:24]=[CH:23][CH:22]=[CH:21][CH:20]=2)[C:9]2[C:4](=[CH:5][CH:6]=[C:7]([N:15]([CH3:17])[CH3:16])[CH:8]=2)[N:3]=1.